Dataset: Peptide-MHC class I binding affinity with 185,985 pairs from IEDB/IMGT. Task: Regression. Given a peptide amino acid sequence and an MHC pseudo amino acid sequence, predict their binding affinity value. This is MHC class I binding data. The peptide sequence is VLLTRSPDQ. The MHC is HLA-B27:03 with pseudo-sequence HLA-B27:03. The binding affinity (normalized) is 0.0847.